From a dataset of Catalyst prediction with 721,799 reactions and 888 catalyst types from USPTO. Predict which catalyst facilitates the given reaction. (1) Reactant: [CH:1]1([NH2:7])[CH2:6][CH2:5][CH2:4][CH2:3][CH2:2]1.C([O:10][C:11]([C:13]1[C:14](=[O:24])[NH:15][C:16]2[C:21]([C:22]=1[OH:23])=[CH:20][CH:19]=[CH:18][CH:17]=2)=O)C. Product: [CH:1]1([NH:7][C:11]([C:13]2[C:14](=[O:24])[NH:15][C:16]3[C:21]([C:22]=2[OH:23])=[CH:20][CH:19]=[CH:18][CH:17]=3)=[O:10])[CH2:6][CH2:5][CH2:4][CH2:3][CH2:2]1. The catalyst class is: 93. (2) Reactant: [OH:1][C:2]1[CH:3]=[C:4]2[C:9](=[C:10]([CH3:13])[C:11]=1[CH3:12])[O:8][C:7]([CH2:15][CH2:16][C:17]([OH:19])=[O:18])([CH3:14])[CH2:6][CH2:5]2.[OH-].[Na+].[CH2:22](Br)[CH:23]=[C:24]([CH3:26])[CH3:25].Cl. Product: [OH:1][C:2]1[C:3]([CH2:22][CH:23]=[C:24]([CH3:26])[CH3:25])=[C:4]2[C:9](=[C:10]([CH3:13])[C:11]=1[CH3:12])[O:8][C:7]([CH2:15][CH2:16][C:17]([OH:19])=[O:18])([CH3:14])[CH2:6][CH2:5]2. The catalyst class is: 521. (3) Reactant: [NH2:1][C@H:2]1[CH2:7][N:6]([C:8]2[N:13]=[C:12]([CH3:14])[CH:11]=[C:10]([NH:15][C:16]3[NH:20][N:19]=[CH:18][CH:17]=3)[N:9]=2)[CH2:5][C@@H:4]([C:21]([O:23][CH3:24])=[O:22])[CH2:3]1.[C:25](=[O:32])([O:27][C:28]([CH3:31])([CH3:30])[CH3:29])N.[C:25](=[O:32])([O:27][C:28]([CH3:31])([CH3:30])[CH3:29])N.CCN(C(C)C)C(C)C. Product: [C:28]([O:27][C:25]([NH:1][C@H:2]1[CH2:7][N:6]([C:8]2[N:13]=[C:12]([CH3:14])[CH:11]=[C:10]([NH:15][C:16]3[NH:20][N:19]=[CH:18][CH:17]=3)[N:9]=2)[CH2:5][C@@H:4]([C:21]([O:23][CH3:24])=[O:22])[CH2:3]1)=[O:32])([CH3:31])([CH3:30])[CH3:29]. The catalyst class is: 22. (4) Reactant: [NH:1]([C:6]([CH3:8])=[O:7])[CH2:2][C:3](O)=[O:4].[NH:9]([CH2:11][C:12]([O:14]CC1C=CC=CC=1)=[O:13])[CH3:10].[CH3:22][C:23]1[CH:24]=[CH:25][C:26](S(O)(=O)=O)=[CH:27][CH:28]=1.C(N(CC)CC)C.C1C=CC2N(O)N=NC=2C=1.C1CCC(N=C=NC2CCCCC2)CC1. Product: [NH:1]([C:6]([CH3:8])=[O:7])[CH2:2][C:3]([N:9]([CH2:11][C:12]([O:14][CH2:22][C:23]1[CH:24]=[CH:25][CH:26]=[CH:27][CH:28]=1)=[O:13])[CH3:10])=[O:4]. The catalyst class is: 1. (5) Reactant: [C:1]1([C:7]2[CH:16]=[CH:15][CH:14]=[C:13]3[C:8]=2[C:9]([NH:19][CH2:20][C:21]2[CH:26]=[CH:25][CH:24]=[CH:23][N:22]=2)=[N:10][C:11]([CH:17]=O)=[N:12]3)[CH:6]=[CH:5][CH:4]=[CH:3][CH:2]=1.[CH2:27]([O:34][C:35]([NH:37][CH:38](P(OC)(OC)=O)[C:39]([O:41][CH3:42])=[O:40])=[O:36])[C:28]1[CH:33]=[CH:32][CH:31]=[CH:30][CH:29]=1.CN(C)C(=N)N(C)C. Product: [CH2:27]([O:34][C:35]([NH:37]/[C:38](=[CH:17]\[C:11]1[N:10]=[C:9]([NH:19][CH2:20][C:21]2[CH:26]=[CH:25][CH:24]=[CH:23][N:22]=2)[C:8]2[C:13](=[CH:14][CH:15]=[CH:16][C:7]=2[C:1]2[CH:6]=[CH:5][CH:4]=[CH:3][CH:2]=2)[N:12]=1)/[C:39]([O:41][CH3:42])=[O:40])=[O:36])[C:28]1[CH:29]=[CH:30][CH:31]=[CH:32][CH:33]=1. The catalyst class is: 56. (6) Reactant: [C:1]([O:5][C:6]([N:8]([CH2:39][C:40]1[C:45]([Cl:46])=[CH:44][CH:43]=[CH:42][C:41]=1[Cl:47])[C:9]1[C:10]([N:24]([C:32]([O:34][C:35]([CH3:38])([CH3:37])[CH3:36])=[O:33])[C:25]([O:27][C:28]([CH3:31])([CH3:30])[CH3:29])=[O:26])=[N:11][CH:12]=[C:13]([C:15]2[CH:20]=[CH:19][CH:18]=[C:17]([CH2:21][CH2:22][OH:23])[CH:16]=2)[N:14]=1)=[O:7])([CH3:4])([CH3:3])[CH3:2].CC(OI1(OC(C)=O)(OC(C)=O)OC(=O)C2C=CC=CC1=2)=O. Product: [C:1]([O:5][C:6]([N:8]([CH2:39][C:40]1[C:41]([Cl:47])=[CH:42][CH:43]=[CH:44][C:45]=1[Cl:46])[C:9]1[C:10]([N:24]([C:32]([O:34][C:35]([CH3:36])([CH3:37])[CH3:38])=[O:33])[C:25]([O:27][C:28]([CH3:31])([CH3:29])[CH3:30])=[O:26])=[N:11][CH:12]=[C:13]([C:15]2[CH:20]=[CH:19][CH:18]=[C:17]([CH2:21][CH:22]=[O:23])[CH:16]=2)[N:14]=1)=[O:7])([CH3:2])([CH3:3])[CH3:4]. The catalyst class is: 2. (7) Reactant: [F:1][C:2]1[CH:7]=[C:6]([CH2:8][OH:9])[CH:5]=[C:4]([OH:10])[C:3]=1[C:11]([C:13]1[CH:18]=[CH:17][C:16]([O:19][CH2:20][CH3:21])=[CH:15][CH:14]=1)=[O:12].[C:22](OC=C)(=[O:24])[CH3:23].CCCC[Sn](Cl)(O[Sn](Cl)(CCCC)CCCC)CCCC.C(OCC1C=C(O)C(C(C2C=CC(OC)=CC=2)=O)=C(Cl)C=1)(=O)C. Product: [C:22]([O:9][CH2:8][C:6]1[CH:5]=[C:4]([OH:10])[C:3]([C:11]([C:13]2[CH:18]=[CH:17][C:16]([O:19][CH2:20][CH3:21])=[CH:15][CH:14]=2)=[O:12])=[C:2]([F:1])[CH:7]=1)(=[O:24])[CH3:23]. The catalyst class is: 7. (8) Reactant: [Br:1][C:2]1[CH:7]=[C:6]([N+:8]([O-])=O)[CH:5]=[C:4]([Br:11])[C:3]=1[F:12]. The catalyst class is: 770. Product: [Br:1][C:2]1[CH:7]=[C:6]([CH:5]=[C:4]([Br:11])[C:3]=1[F:12])[NH2:8]. (9) Reactant: [Br:1][C:2]1[CH:3]=[CH:4][C:5]([OH:18])=[C:6]([C:8](=[O:17])/[CH:9]=[CH:10]/[C:11]2[S:12][CH:13]=[C:14]([CH3:16])[N:15]=2)[CH:7]=1.II. Product: [Br:1][C:2]1[CH:7]=[C:6]2[C:5](=[CH:4][CH:3]=1)[O:18][C:10]([C:11]1[S:12][CH:13]=[C:14]([CH3:16])[N:15]=1)=[CH:9][C:8]2=[O:17]. The catalyst class is: 16.